From a dataset of Reaction yield outcomes from USPTO patents with 853,638 reactions. Predict the reaction yield, written as a fraction of the theoretical maximum amount of product (1.0 means a 100% yield; for example, 0.34 means a 34% yield). (1) The reactants are [CH3:1][C:2]1[NH:3][C:4](=[O:26])[C:5]([CH2:11][C:12]2[CH:17]=[CH:16][C:15]([C:18]3[C:19]([C:24]#[N:25])=[CH:20][CH:21]=[CH:22][CH:23]=3)=[CH:14][CH:13]=2)=[C:6]([CH2:8][CH2:9][CH3:10])[N:7]=1.[H-].[Na+].Br[CH2:30][C:31]1[CH:36]=[CH:35][C:34]([CH3:37])=[CH:33][CH:32]=1.[Cl-].O[NH3+:40].[C:41](=[O:44])([O-])[OH:42].[Na+]. The catalyst is C(OCC)(=O)C.CS(C)=O.CN(C)C=O. The product is [CH3:1][C:2]1[N:3]([CH2:30][C:31]2[CH:36]=[CH:35][C:34]([CH3:37])=[CH:33][CH:32]=2)[C:4](=[O:26])[C:5]([CH2:11][C:12]2[CH:17]=[CH:16][C:15]([C:18]3[CH:23]=[CH:22][CH:21]=[CH:20][C:19]=3[C:24]3[NH:40][C:41](=[O:44])[O:42][N:25]=3)=[CH:14][CH:13]=2)=[C:6]([CH2:8][CH2:9][CH3:10])[N:7]=1. The yield is 0.640. (2) The product is [Cl:1][C:2]1[CH:12]=[C:11]([NH:13][CH:14]2[CH2:15][CH2:16]2)[C:5]([C:6]([OH:8])=[O:7])=[CH:4][N:3]=1. The reactants are [Cl:1][C:2]1[CH:12]=[C:11]([NH:13][CH:14]2[CH2:16][CH2:15]2)[C:5]([C:6]([O:8]CC)=[O:7])=[CH:4][N:3]=1.O[Li].O.O. The catalyst is CCO. The yield is 0.820. (3) The reactants are Br[C:2]1[CH:14]=[CH:13][C:5]2[NH:6][C:7](=[O:12])[O:8][C:9]([CH3:11])([CH3:10])[C:4]=2[CH:3]=1.[Cl:15][C:16]1[CH:17]=[C:18](B(O)O)[CH:19]=[CH:20][CH:21]=1.C(=O)([O-])[O-].[Na+].[Na+]. The catalyst is COCCOC.O.[Pd].C1(P(C2C=CC=CC=2)C2C=CC=CC=2)C=CC=CC=1.C1(P(C2C=CC=CC=2)C2C=CC=CC=2)C=CC=CC=1.C1(P(C2C=CC=CC=2)C2C=CC=CC=2)C=CC=CC=1.C1(P(C2C=CC=CC=2)C2C=CC=CC=2)C=CC=CC=1. The product is [Cl:15][C:16]1[CH:21]=[C:20]([C:2]2[CH:14]=[CH:13][C:5]3[NH:6][C:7](=[O:12])[O:8][C:9]([CH3:11])([CH3:10])[C:4]=3[CH:3]=2)[CH:19]=[CH:18][CH:17]=1. The yield is 0.820. (4) The reactants are [Cl:1][C:2]1[CH:7]=[CH:6][C:5]([N:8]2[CH2:13][CH:12]([CH2:14][O:15][CH3:16])[O:11][C:10]3[CH:17]=[C:18]([S:21]([N:24](CC4C=CC(OC)=CC=4)[C:25]4[S:26][CH:27]=[CH:28][N:29]=4)(=[O:23])=[O:22])[CH:19]=[CH:20][C:9]2=3)=[C:4]([C:39]#[N:40])[CH:3]=1.FC(F)(F)C(O)=O. The catalyst is ClCCl. The product is [Cl:1][C:2]1[CH:7]=[CH:6][C:5]([N:8]2[CH2:13][CH:12]([CH2:14][O:15][CH3:16])[O:11][C:10]3[CH:17]=[C:18]([S:21]([NH:24][C:25]4[S:26][CH:27]=[CH:28][N:29]=4)(=[O:22])=[O:23])[CH:19]=[CH:20][C:9]2=3)=[C:4]([C:39]#[N:40])[CH:3]=1. The yield is 0.515. (5) The reactants are Cl.[NH2:2][C:3]1[C:4]2[C:14]([O:15][CH2:16][C:17]([NH2:20])([CH3:19])[CH3:18])=[CH:13][CH:12]=[CH:11][C:5]=2[NH:6][S:7](=[O:10])(=[O:9])[N:8]=1.[O:21]1[CH2:26][CH2:25][N:24]([C:27]2[CH:28]=[C:29]([CH:33]=[CH:34][N:35]=2)[C:30](O)=[O:31])[CH2:23][CH2:22]1. No catalyst specified. The product is [NH2:2][C:3]1[C:4]2[C:14]([O:15][CH2:16][C:17]([NH:20][C:30](=[O:31])[C:29]3[CH:33]=[CH:34][N:35]=[C:27]([N:24]4[CH2:23][CH2:22][O:21][CH2:26][CH2:25]4)[CH:28]=3)([CH3:18])[CH3:19])=[CH:13][CH:12]=[CH:11][C:5]=2[NH:6][S:7](=[O:10])(=[O:9])[N:8]=1. The yield is 0.160. (6) The reactants are [NH2:1][C:2]([NH:4][C:5]1[CH:10]=[CH:9][CH:8]=[C:7]([Br:11])[CH:6]=1)=[S:3].[Cl:12][C:13]1[CH:14]=[C:15]([C:20](=O)[CH2:21]Br)[CH:16]=[CH:17][C:18]=1[Cl:19].N1C=CC=CC=1. The catalyst is O1CCOCC1. The product is [Cl:12][C:13]1[CH:14]=[C:15]([C:20]2[N:1]=[C:2]([NH:4][C:5]3[CH:10]=[CH:9][CH:8]=[C:7]([Br:11])[CH:6]=3)[S:3][CH:21]=2)[CH:16]=[CH:17][C:18]=1[Cl:19]. The yield is 0.780. (7) The reactants are [Br:1][C:2]1[CH:7]=[CH:6][C:5]([CH2:8][Br:9])=[CH:4][C:3]=1[CH2:10][OH:11].CCN(C(C)C)C(C)C.Cl[CH2:22][O:23][CH3:24]. The catalyst is C(Cl)Cl. The product is [Br:1][C:2]1[CH:7]=[CH:6][C:5]([CH2:8][Br:9])=[CH:4][C:3]=1[CH2:10][O:11][CH2:22][O:23][CH3:24]. The yield is 0.250. (8) The reactants are [CH3:1][NH:2][C:3]1[CH:12]=[CH:11][C:6]([C:7]([O:9]C)=[O:8])=[CH:5][C:4]=1[N+:13]([O-:15])=[O:14].[OH-].[Li+].Cl. The catalyst is O1CCCC1.O. The product is [CH3:1][NH:2][C:3]1[CH:12]=[CH:11][C:6]([C:7]([OH:9])=[O:8])=[CH:5][C:4]=1[N+:13]([O-:15])=[O:14]. The yield is 0.840. (9) The reactants are [OH:1][C:2]1[CH:11]=[C:10]([O:12][CH3:13])[CH:9]=[C:8](/[CH:14]=[CH:15]/[C:16]2[CH:21]=[CH:20][CH:19]=[CH:18][CH:17]=2)[C:3]=1[C:4]([O:6][CH3:7])=[O:5].S(Cl)([Cl:25])(=O)=O. The catalyst is C(OCC)C. The product is [OH:1][C:2]1[CH:11]=[C:10]([O:12][CH3:13])[C:9]([Cl:25])=[C:8](/[CH:14]=[CH:15]/[C:16]2[CH:17]=[CH:18][CH:19]=[CH:20][CH:21]=2)[C:3]=1[C:4]([O:6][CH3:7])=[O:5]. The yield is 0.850.